This data is from Forward reaction prediction with 1.9M reactions from USPTO patents (1976-2016). The task is: Predict the product of the given reaction. (1) Given the reactants [NH:1](C(OCC1C=CC=CC=1)=O)[C@@H:2]([C:25]([O:27][CH2:28][CH3:29])=[O:26])[CH2:3][CH2:4][C:5]([NH:7][C@@H:8]([C:19]([O:21][CH:22]([CH3:24])[CH3:23])=[O:20])[CH2:9][C:10]1[C:18]2[C:13](=[CH:14][CH:15]=[CH:16][CH:17]=2)[NH:12][CH:11]=1)=[O:6], predict the reaction product. The product is: [NH2:1][C@@H:2]([C:25]([O:27][CH2:28][CH3:29])=[O:26])[CH2:3][CH2:4][C:5]([NH:7][C@@H:8]([C:19]([O:21][CH:22]([CH3:24])[CH3:23])=[O:20])[CH2:9][C:10]1[C:18]2[C:13](=[CH:14][CH:15]=[CH:16][CH:17]=2)[NH:12][CH:11]=1)=[O:6]. (2) The product is: [CH2:39]([C:41]1[CH:42]=[N:43][C:44]([N:47]2[CH2:48][CH2:49][CH:50]([CH2:53][CH2:54][CH2:55][O:56][C:57]3[CH:58]=[C:59]4[C:64](=[CH:65][C:66]=3[F:67])[CH2:63][N:62]([S:68]([CH3:71])(=[O:70])=[O:69])[CH2:61][CH2:60]4)[CH2:51][CH2:52]2)=[N:45][CH:46]=1)[CH3:40]. Given the reactants FC1C=C2C(CCN(S(C)(=O)=O)C2)=CC=1O.CS(OCCCC1CCN(C2N=CC(CC)=CN=2)CC1)(=O)=O.[CH2:39]([C:41]1[CH:42]=[N:43][C:44]([N:47]2[CH2:52][CH2:51][CH:50]([CH2:53][CH2:54][CH2:55][O:56][C:57]3[C:58](F)=[C:59]4[C:64](=[CH:65][C:66]=3[F:67])[CH2:63][N:62]([S:68]([CH3:71])(=[O:70])=[O:69])[CH2:61][CH2:60]4)[CH2:49][CH2:48]2)=[N:45][CH:46]=1)[CH3:40], predict the reaction product. (3) Given the reactants [C:1]([C:5]1[N:10]=[C:9]([NH:11][CH2:12][C:13]2[O:14][CH:15]=[CH:16][CH:17]=2)[C:8]([C:18]([N:20]([CH2:41][CH:42]([CH3:44])[CH3:43])[C@H:21]([C:31](=[O:40])[NH:32][CH2:33][C:34]2[CH:39]=[CH:38][CH:37]=[CH:36][N:35]=2)[CH2:22][NH:23]C(=O)OC(C)(C)C)=[O:19])=[CH:7][N:6]=1)([CH3:4])([CH3:3])[CH3:2].C(OCC)(=O)C.[ClH:51], predict the reaction product. The product is: [ClH:51].[ClH:51].[ClH:51].[NH2:23][CH2:22][C@H:21]([N:20]([CH2:41][CH:42]([CH3:44])[CH3:43])[C:18]([C:8]1[C:9]([NH:11][CH2:12][C:13]2[O:14][CH:15]=[CH:16][CH:17]=2)=[N:10][C:5]([C:1]([CH3:4])([CH3:3])[CH3:2])=[N:6][CH:7]=1)=[O:19])[C:31](=[O:40])[NH:32][CH2:33][C:34]1[CH:39]=[CH:38][CH:37]=[CH:36][N:35]=1. (4) Given the reactants [CH2:1]([C:3]1[C:9]([CH3:10])=[CH:8][C:6]([NH2:7])=[C:5]([N+:11]([O-])=O)[CH:4]=1)[CH3:2].[Sn](Cl)(Cl)(Cl)Cl.C(=O)(O)[O-].[Na+], predict the reaction product. The product is: [CH2:1]([C:3]1[C:9]([CH3:10])=[CH:8][C:6]([NH2:7])=[C:5]([NH2:11])[CH:4]=1)[CH3:2]. (5) Given the reactants [CH3:1][C:2]1[N:7]=[C:6]([NH:8][CH:9]2[CH2:14][CH2:13][CH2:12][NH:11][CH2:10]2)[C:5]([C:15]2[N:16]=[C:17]3[CH:23]=[CH:22][N:21]([CH2:24][O:25][CH2:26][CH2:27][Si:28]([CH3:31])([CH3:30])[CH3:29])[C:18]3=[N:19][CH:20]=2)=[CH:4][CH:3]=1.[CH3:32][S:33](Cl)(=[O:35])=[O:34].CCN(C(C)C)C(C)C, predict the reaction product. The product is: [CH3:32][S:33]([N:11]1[CH2:12][CH2:13][CH2:14][CH:9]([NH:8][C:6]2[C:5]([C:15]3[N:16]=[C:17]4[CH:23]=[CH:22][N:21]([CH2:24][O:25][CH2:26][CH2:27][Si:28]([CH3:30])([CH3:29])[CH3:31])[C:18]4=[N:19][CH:20]=3)=[CH:4][CH:3]=[C:2]([CH3:1])[N:7]=2)[CH2:10]1)(=[O:35])=[O:34]. (6) Given the reactants COC(C)(C)C.[N:7]1[CH2:12][CH2:11][CH2:10][N:9]2[CH2:13][CH2:14][CH2:15][C:8]=12.[H-].[Al+3].[Li+].[H-].[H-].[H-].[OH-].[Na+], predict the reaction product. The product is: [NH:7]1[CH2:12][CH2:11][CH2:10][N:9]2[CH2:13][CH2:14][CH2:15][CH:8]12.